This data is from Forward reaction prediction with 1.9M reactions from USPTO patents (1976-2016). The task is: Predict the product of the given reaction. (1) Given the reactants Br[C:2]1[CH:7]=[CH:6][C:5]([N+:8]([O-:10])=[O:9])=[CH:4][CH:3]=1.CC1(C)C(C)(C)OB([C:19]2[CH2:24][CH2:23][N:22]([C:25]([O:27][C:28]([CH3:31])([CH3:30])[CH3:29])=[O:26])[CH2:21][CH:20]=2)O1.C(=O)([O-])[O-].[Na+].[Na+], predict the reaction product. The product is: [N+:8]([C:5]1[CH:6]=[CH:7][C:2]([C:19]2[CH2:24][CH2:23][N:22]([C:25]([O:27][C:28]([CH3:31])([CH3:30])[CH3:29])=[O:26])[CH2:21][CH:20]=2)=[CH:3][CH:4]=1)([O-:10])=[O:9]. (2) The product is: [CH2:17]([O:24][C:25]1[CH:26]=[CH:27][C:28]2[C:29](=[CH:11][C:12]([O:14][CH2:15][CH3:16])=[O:13])[C:30]3[C:35]([C:36]=2[CH:37]=1)=[CH:34][CH:33]=[CH:32][CH:31]=3)[C:18]1[CH:19]=[CH:20][CH:21]=[CH:22][CH:23]=1. Given the reactants [H-].[Na+].C(OP([CH2:11][C:12]([O:14][CH2:15][CH3:16])=[O:13])(OCC)=O)C.[CH2:17]([O:24][C:25]1[CH:26]=[CH:27][C:28]2[C:29](=O)[C:30]3[C:35]([C:36]=2[CH:37]=1)=[CH:34][CH:33]=[CH:32][CH:31]=3)[C:18]1[CH:23]=[CH:22][CH:21]=[CH:20][CH:19]=1.O, predict the reaction product. (3) Given the reactants [OH:1][C:2]1[CH:9]=[CH:8][C:7]([O:10][CH3:11])=[CH:6][C:3]=1[CH:4]=O.[NH2:12][C:13]1[CH:18]=[C:17]([Cl:19])[CH:16]=[CH:15][C:14]=1[SH:20].[C:21](OC(=O)C)(=[O:23])[CH3:22], predict the reaction product. The product is: [C:21]([N:12]1[C:13]2[CH:18]=[C:17]([Cl:19])[CH:16]=[CH:15][C:14]=2[S:20][CH:4]1[C:3]1[CH:6]=[C:7]([O:10][CH3:11])[CH:8]=[CH:9][C:2]=1[OH:1])(=[O:23])[CH3:22]. (4) Given the reactants [F:1][C:2]1[CH:3]=[C:4]2[C:9](=[CH:10][C:11]=1[C:12]1C=CC=C[CH:13]=1)[C:8](=[O:18])[N:7]([CH2:19][C:20]1[CH:25]=[CH:24][C:23]([O:26][CH3:27])=[CH:22][CH:21]=1)[CH:6]=[CH:5]2.BrC1C=C2C(C=CN(CC3C=CC(OC)=CC=3)C2=O)=CC=1F.C(B(O)O)C, predict the reaction product. The product is: [CH2:12]([C:11]1[CH:10]=[C:9]2[C:4]([CH:5]=[CH:6][N:7]([CH2:19][C:20]3[CH:25]=[CH:24][C:23]([O:26][CH3:27])=[CH:22][CH:21]=3)[C:8]2=[O:18])=[CH:3][C:2]=1[F:1])[CH3:13]. (5) Given the reactants [F:1][C:2]1[CH:7]=[C:6]([F:8])[CH:5]=[CH:4][C:3]=1[C:9]1[CH:14]=[CH:13][C:12]([O:15][CH2:16][C:17]2[CH:22]=[CH:21][CH:20]=[C:19]([N+:23]([O-])=O)[CH:18]=2)=[CH:11][CH:10]=1.[CH2:26]([O:33][C:34]([C@@H:36]1[CH2:40][CH2:39][CH2:38][C@H:37]1[C:41](O)=[O:42])=[O:35])[C:27]1[CH:32]=[CH:31][CH:30]=[CH:29][CH:28]=1.C(N(CC)CC)C.F[P-](F)(F)(F)(F)F.N1(O[P+](N(C)C)(N(C)C)N(C)C)C2C=CC=CC=2N=N1, predict the reaction product. The product is: [CH2:26]([O:33][C:34]([C@@H:36]1[CH2:40][CH2:39][CH2:38][C@H:37]1[C:41](=[O:42])[NH:23][C:19]1[CH:20]=[CH:21][CH:22]=[C:17]([CH2:16][O:15][C:12]2[CH:13]=[CH:14][C:9]([C:3]3[CH:4]=[CH:5][C:6]([F:8])=[CH:7][C:2]=3[F:1])=[CH:10][CH:11]=2)[CH:18]=1)=[O:35])[C:27]1[CH:32]=[CH:31][CH:30]=[CH:29][CH:28]=1. (6) Given the reactants [CH3:1][O:2][C:3](=[O:13])[CH:4](Br)[C:5]1[CH:10]=[CH:9][C:8]([Cl:11])=[CH:7][CH:6]=1.[Cl:14][C:15]1[CH:20]=[CH:19][C:18]([C@H:21]([NH2:23])[CH3:22])=[CH:17][CH:16]=1.C(=O)([O-])[O-].[K+].[K+], predict the reaction product. The product is: [ClH:11].[CH3:1][O:2][C:3](=[O:13])[CH:4]([C:5]1[CH:10]=[CH:9][C:8]([Cl:11])=[CH:7][CH:6]=1)[NH:23][C@@H:21]([C:18]1[CH:19]=[CH:20][C:15]([Cl:14])=[CH:16][CH:17]=1)[CH3:22]. (7) Given the reactants [ClH:1].[CH3:2][C:3]1([CH3:40])[CH2:8][C:7](=[O:9])[N:6]([C:10]2[CH:11]=[C:12]([S:16]([C:19]3[C:20]([CH2:37][CH3:38])=[N:21][N:22]([CH2:26][C@@H:27]([NH:29]C(=O)OC(C)(C)C)[CH3:28])[C:23]=3[CH2:24][CH3:25])(=[O:18])=[O:17])[CH:13]=[CH:14][CH:15]=2)[C:5](=[O:39])[CH2:4]1, predict the reaction product. The product is: [ClH:1].[NH2:29][C@@H:27]([CH3:28])[CH2:26][N:22]1[C:23]([CH2:24][CH3:25])=[C:19]([S:16]([C:12]2[CH:11]=[C:10]([N:6]3[C:5](=[O:39])[CH2:4][C:3]([CH3:2])([CH3:40])[CH2:8][C:7]3=[O:9])[CH:15]=[CH:14][CH:13]=2)(=[O:18])=[O:17])[C:20]([CH2:37][CH3:38])=[N:21]1.